From a dataset of Reaction yield outcomes from USPTO patents with 853,638 reactions. Predict the reaction yield, written as a fraction of the theoretical maximum amount of product (1.0 means a 100% yield; for example, 0.34 means a 34% yield). (1) The reactants are [CH2:1]([O:3][C:4](=[O:26])[NH:5][C:6]1[CH:11]=[CH:10][CH:9]=[C:8]([C:12]2[N:13]([CH2:24][CH3:25])[C:14]3[C:19]([C:20]=2[C:21]#[N:22])=[CH:18][CH:17]=[C:16]([OH:23])[CH:15]=3)[CH:7]=1)[CH3:2].C([O-])([O-])=O.[K+].[K+].Br[CH2:34][CH2:35][CH2:36]Cl.O. The catalyst is CN(C=O)C. The product is [CH2:1]([O:3][C:4](=[O:26])[NH:5][C:6]1[CH:11]=[CH:10][CH:9]=[C:8]([C:12]2[N:13]([CH2:24][CH3:25])[C:14]3[C:19]([C:20]=2[C:21]#[N:22])=[CH:18][CH:17]=[C:16]([O:23][CH2:34][CH2:35][CH2:36][N:13]2[CH2:14][CH2:19][CH2:20][CH2:12]2)[CH:15]=3)[CH:7]=1)[CH3:2]. The yield is 0.890. (2) The reactants are [NH:1]1[CH:5]=[C:4]([CH:6]=[O:7])[N:3]=[CH:2]1.[H-].[Na+].Br[CH2:11][C:12]([NH2:14])=[O:13]. The catalyst is C1COCC1.CN(C=O)C. The product is [CH:6]([C:4]1[N:3]=[CH:2][N:1]([CH2:11][C:12]([NH2:14])=[O:13])[CH:5]=1)=[O:7]. The yield is 0.882. (3) The yield is 0.620. The catalyst is CO.[Pd]. The product is [NH2:43][C:42]1[C:33]([C:31]([NH:30][C:25]2[CH:26]=[N:27][CH:28]=[CH:29][C:24]=2[N:11]2[CH2:12][C@H:13]([CH3:23])[C@@H:14]([O:15][Si:16]([C:19]([CH3:20])([CH3:21])[CH3:22])([CH3:18])[CH3:17])[C@H:9]([NH:8][C:6](=[O:7])[O:5][C:1]([CH3:4])([CH3:3])[CH3:2])[CH2:10]2)=[O:32])=[N:34][C:35]2[C:40]([CH:41]=1)=[CH:39][CH:38]=[C:37]([CH:54]1[CH2:59][CH2:58][O:57][CH2:56][CH2:55]1)[CH:36]=2. The reactants are [C:1]([O:5][C:6]([NH:8][C@H:9]1[C@H:14]([O:15][Si:16]([C:19]([CH3:22])([CH3:21])[CH3:20])([CH3:18])[CH3:17])[C@@H:13]([CH3:23])[CH2:12][N:11]([C:24]2[CH:29]=[CH:28][N:27]=[CH:26][C:25]=2[NH:30][C:31]([C:33]2[C:42]([NH:43]C(=O)OCC3C=CC=CC=3)=[CH:41][C:40]3[C:35](=[CH:36][C:37]([C:54]4[CH2:55][CH2:56][O:57][CH2:58][CH:59]=4)=[CH:38][CH:39]=3)[N:34]=2)=[O:32])[CH2:10]1)=[O:7])([CH3:4])([CH3:3])[CH3:2].[H][H]. (4) The yield is 0.700. The catalyst is CC(O)C.[Zn]. The reactants are [CH2:1]([O:8][C:9]1[CH:14]=[CH:13][C:12]([C@@H:15]2[CH2:17][C@H:16]2[N+:18]([O-])=O)=[CH:11][CH:10]=1)[C:2]1[CH:7]=[CH:6][CH:5]=[CH:4][CH:3]=1.Cl. The product is [CH2:1]([O:8][C:9]1[CH:10]=[CH:11][C:12]([C@@H:15]2[CH2:17][C@H:16]2[NH2:18])=[CH:13][CH:14]=1)[C:2]1[CH:3]=[CH:4][CH:5]=[CH:6][CH:7]=1. (5) The reactants are [CH2:1]([O:3][C:4](=[O:13])[CH2:5][C:6]1[CH:7]=[N:8][C:9](Cl)=[CH:10][CH:11]=1)[CH3:2].P([O-])([O-])([O-])=O.[K+].[K+].[K+].[CH3:22][C:23]1[CH:24]=[C:25]([C:39]([C:44]2[CH:49]=[CH:48][C:47](/[CH:50]=[CH:51]/[C:52]([CH2:56][CH3:57])([OH:55])[CH2:53][CH3:54])=[C:46]([CH3:58])[CH:45]=2)([CH2:42][CH3:43])[CH2:40][CH3:41])[CH:26]=[C:27]([CH3:38])[C:28]=1B1OC(C)(C)C(C)(C)O1.C(OCC)(=O)C. The catalyst is CN(C)C=O.C1C=CC([P]([Pd]([P](C2C=CC=CC=2)(C2C=CC=CC=2)C2C=CC=CC=2)([P](C2C=CC=CC=2)(C2C=CC=CC=2)C2C=CC=CC=2)[P](C2C=CC=CC=2)(C2C=CC=CC=2)C2C=CC=CC=2)(C2C=CC=CC=2)C2C=CC=CC=2)=CC=1. The product is [CH2:1]([O:3][C:4](=[O:13])[CH2:5][C:6]1[CH:7]=[N:8][C:9]([C:28]2[C:27]([CH3:38])=[CH:26][C:25]([C:39]([CH2:40][CH3:41])([C:44]3[CH:49]=[CH:48][C:47](/[CH:50]=[CH:51]/[C:52]([CH2:56][CH3:57])([OH:55])[CH2:53][CH3:54])=[C:46]([CH3:58])[CH:45]=3)[CH2:42][CH3:43])=[CH:24][C:23]=2[CH3:22])=[CH:10][CH:11]=1)[CH3:2]. The yield is 0.220.